From a dataset of Catalyst prediction with 721,799 reactions and 888 catalyst types from USPTO. Predict which catalyst facilitates the given reaction. (1) Reactant: Cl.[Cl:2][C:3]1[CH:4]=[C:5]([F:19])[C:6]2[NH:10][C:9](=[O:11])[N:8]([CH:12]3[CH2:17][CH2:16][NH:15][CH2:14][CH2:13]3)[C:7]=2[CH:18]=1.C(N(CC)CC)C.[O:27]1[CH2:32][CH2:31][C:30](=O)[CH2:29][CH2:28]1.C(O[BH-](OC(=O)C)OC(=O)C)(=O)C.[Na+]. Product: [Cl:2][C:3]1[CH:4]=[C:5]([F:19])[C:6]2[NH:10][C:9](=[O:11])[N:8]([CH:12]3[CH2:13][CH2:14][N:15]([CH:30]4[CH2:31][CH2:32][O:27][CH2:28][CH2:29]4)[CH2:16][CH2:17]3)[C:7]=2[CH:18]=1. The catalyst class is: 4. (2) Reactant: [H-].[Na+].[CH3:3][O:4][CH2:5][CH2:6][O:7][C:8]1[CH:13]=[CH:12][C:11]([N+:14]([O-:16])=[O:15])=[CH:10][C:9]=1[NH:17][C:18](=[O:24])[O:19][C:20]([CH3:23])([CH3:22])[CH3:21].[CH3:25]I. Product: [CH3:3][O:4][CH2:5][CH2:6][O:7][C:8]1[CH:13]=[CH:12][C:11]([N+:14]([O-:16])=[O:15])=[CH:10][C:9]=1[N:17]([CH3:25])[C:18](=[O:24])[O:19][C:20]([CH3:21])([CH3:23])[CH3:22]. The catalyst class is: 1.